From a dataset of Forward reaction prediction with 1.9M reactions from USPTO patents (1976-2016). Predict the product of the given reaction. (1) Given the reactants Cl[C:2]1[CH:7]=[CH:6][C:5]([C:8]([F:11])([F:10])[F:9])=[CH:4][N:3]=1.[CH3:12][C:13]([C:15]1[CH:20]=[CH:19][CH:18]=[C:17]([F:21])[CH:16]=1)=[O:14].[H-].[Na+], predict the reaction product. The product is: [F:21][C:17]1[CH:16]=[C:15]([C:13](=[O:14])[CH2:12][C:2]2[CH:7]=[CH:6][C:5]([C:8]([F:11])([F:10])[F:9])=[CH:4][N:3]=2)[CH:20]=[CH:19][CH:18]=1. (2) Given the reactants FC(F)(F)C(O)=O.[NH2:8][C@H:9]([C:19]1[C:24]([C:25]2[CH:26]=[CH:27][C:28]([F:34])=[C:29]([CH:33]=2)[C:30]([NH2:32])=[O:31])=[CH:23][CH:22]=[CH:21][N:20]=1)[CH2:10][C:11]1[CH:16]=[C:15]([F:17])[CH:14]=[C:13]([F:18])[CH:12]=1.[C:35]1([C:41]2[N:42]([CH2:46][C:47](O)=[O:48])[CH:43]=[CH:44][N:45]=2)[CH:40]=[CH:39][CH:38]=[CH:37][CH:36]=1, predict the reaction product. The product is: [F:17][C:15]1[CH:16]=[C:11]([CH2:10][C@@H:9]([C:19]2[C:24]([C:25]3[CH:26]=[CH:27][C:28]([F:34])=[C:29]([CH:33]=3)[C:30]([NH2:32])=[O:31])=[CH:23][CH:22]=[CH:21][N:20]=2)[NH:8][C:47](=[O:48])[CH2:46][N:42]2[CH:43]=[CH:44][N:45]=[C:41]2[C:35]2[CH:36]=[CH:37][CH:38]=[CH:39][CH:40]=2)[CH:12]=[C:13]([F:18])[CH:14]=1. (3) The product is: [OH:19][C:20]1([C:26]([F:29])([F:27])[F:28])[CH2:25][CH2:24][N:23]([C:16]([C:14]2[S:15][C:11]([C:3]3[C:2]([CH3:1])=[C:6]([C:7]([F:8])([F:9])[F:10])[O:5][N:4]=3)=[CH:12][CH:13]=2)=[O:18])[CH2:22][CH2:21]1. Given the reactants [CH3:1][C:2]1[C:3]([C:11]2[S:15][C:14]([C:16]([OH:18])=O)=[CH:13][CH:12]=2)=[N:4][O:5][C:6]=1[C:7]([F:10])([F:9])[F:8].[OH:19][C:20]1([C:26]([F:29])([F:28])[F:27])[CH2:25][CH2:24][NH:23][CH2:22][CH2:21]1.C1COCC1.N1CCCCC1, predict the reaction product. (4) Given the reactants [C:1]([CH:4]([CH2:26][C:27]1[CH:32]=[CH:31][CH:30]=[CH:29][CH:28]=1)[CH2:5][CH2:6][N:7]1[C:11]2[CH:12]=[CH:13][CH:14]=[C:15]([CH3:16])[C:10]=2[N:9]=[C:8]1[CH2:17][O:18][C:19]1[CH:24]=[CH:23][C:22]([Cl:25])=[CH:21][CH:20]=1)([OH:3])=O.[NH2:33][CH2:34][CH2:35][CH2:36][N:37]1[CH2:42][CH2:41][CH2:40][CH2:39][CH2:38]1.ON1C2C=CC=CC=2N=N1.C1(N=C=NC2CCCCC2)CCCCC1, predict the reaction product. The product is: [N:37]1([CH2:36][CH2:35][CH2:34][NH:33][C:1]([CH:4]([CH2:26][C:27]2[CH:32]=[CH:31][CH:30]=[CH:29][CH:28]=2)[CH2:5][CH2:6][N:7]2[C:11]3[CH:12]=[CH:13][CH:14]=[C:15]([CH3:16])[C:10]=3[N:9]=[C:8]2[CH2:17][O:18][C:19]2[CH:20]=[CH:21][C:22]([Cl:25])=[CH:23][CH:24]=2)=[O:3])[CH2:42][CH2:41][CH2:40][CH2:39][CH2:38]1. (5) Given the reactants C([Li])CCC.[O:6]1[CH:10]=[CH:9][CH:8]=[CH:7]1.[Br-].[Mg+2].[Br-].[F:14][C:15]1[CH:34]=[CH:33][C:18]([C:19]([N:21]2[CH2:26][CH2:25][CH:24]([C:27](=[O:32])N(C)OC)[CH2:23][CH2:22]2)=[O:20])=[CH:17][CH:16]=1, predict the reaction product. The product is: [F:14][C:15]1[CH:34]=[CH:33][C:18]([C:19]([N:21]2[CH2:22][CH2:23][CH:24]([C:27]([C:7]3[O:6][CH:10]=[CH:9][CH:8]=3)=[O:32])[CH2:25][CH2:26]2)=[O:20])=[CH:17][CH:16]=1. (6) Given the reactants [CH3:1][O:2][C:3](=[O:22])[C:4]([CH3:21])([C:6]1[CH:11]=[CH:10][C:9]([C:12](=[O:20])[NH:13][CH:14]2[CH2:19][CH2:18][NH:17][CH2:16][CH2:15]2)=[CH:8][CH:7]=1)[CH3:5].C(OC(N1CCC(NC(=O)C2C=CC(C(C(OC)=O)(C)C)=CC=2)CC1)=O)(C)(C)C.C(O)(C(F)(F)F)=O.[CH2:59]([O:61][C:62]1[CH:63]=[C:64]([CH:67]=[CH:68][C:69]=1[O:70][CH3:71])[CH:65]=O)[CH3:60].C([BH3-])#N.[Na+].C(N(C(C)C)C(C)C)C, predict the reaction product. The product is: [CH3:1][O:2][C:3](=[O:22])[C:4]([C:6]1[CH:7]=[CH:8][C:9]([C:12](=[O:20])[NH:13][CH:14]2[CH2:15][CH2:16][N:17]([CH2:65][C:64]3[CH:67]=[CH:68][C:69]([O:70][CH3:71])=[C:62]([O:61][CH2:59][CH3:60])[CH:63]=3)[CH2:18][CH2:19]2)=[CH:10][CH:11]=1)([CH3:5])[CH3:21].